Dataset: Forward reaction prediction with 1.9M reactions from USPTO patents (1976-2016). Task: Predict the product of the given reaction. (1) Given the reactants [Cl:1][C:2]1[CH:3]=[C:4]2[C:8](=[CH:9][CH:10]=1)[NH:7][C:6]([S:11]([N:14]1[CH2:19][CH2:18][N:17]([C:20]([CH:22]3[CH2:27][CH2:26][N:25]([C:28]4[N:29]=[N:30][C:31](Cl)=[CH:32][CH:33]=4)[CH2:24][CH2:23]3)=[O:21])[CH2:16][CH2:15]1)(=[O:13])=[O:12])=[CH:5]2.C([O-])(=[O:37])C.[K+], predict the reaction product. The product is: [Cl:1][C:2]1[CH:3]=[C:4]2[C:8](=[CH:9][CH:10]=1)[NH:7][C:6]([S:11]([N:14]1[CH2:19][CH2:18][N:17]([C:20]([CH:22]3[CH2:27][CH2:26][N:25]([C:28]4[CH:33]=[CH:32][C:31](=[O:37])[NH:30][N:29]=4)[CH2:24][CH2:23]3)=[O:21])[CH2:16][CH2:15]1)(=[O:13])=[O:12])=[CH:5]2. (2) The product is: [N:38]1[CH:39]=[CH:40][CH:41]=[CH:42][C:37]=1[CH2:36][NH:13][CH2:14][C:15]1[CH:16]=[CH:17][C:18]([CH2:21][N:22]([CH2:33][CH2:34][NH:35][CH2:48][C:44]2[NH:45][CH:46]=[CH:47][N:43]=2)[CH:23]2[C:32]3[N:31]=[CH:30][CH:29]=[CH:28][C:27]=3[CH2:26][CH2:25][CH2:24]2)=[CH:19][CH:20]=1. Given the reactants [N+](C1C=CC=CC=1S([N:13]([CH2:36][C:37]1[CH:42]=[CH:41][CH:40]=[CH:39][N:38]=1)[CH2:14][C:15]1[CH:20]=[CH:19][C:18]([CH2:21][N:22]([CH2:33][CH2:34][NH2:35])[CH:23]2[C:32]3[N:31]=[CH:30][CH:29]=[CH:28][C:27]=3[CH2:26][CH2:25][CH2:24]2)=[CH:17][CH:16]=1)(=O)=O)([O-])=O.[NH:43]1[CH:47]=[CH:46][N:45]=[C:44]1[CH:48]=O.[BH4-].[Na+].C(OC(OC(OC(C)(C)C)=O)=O)(C)(C)C, predict the reaction product.